From a dataset of Retrosynthesis with 50K atom-mapped reactions and 10 reaction types from USPTO. Predict the reactants needed to synthesize the given product. (1) Given the product CC(C)(N)CCOc1ccc(Cl)nn1, predict the reactants needed to synthesize it. The reactants are: CC(C)(N)CCO.Clc1ccc(Cl)nn1. (2) Given the product Nc1nc(Cl)c2ncn(CCC(F)CO)c2n1, predict the reactants needed to synthesize it. The reactants are: CCOC(=O)C(F)CCn1cnc2c(Cl)nc(N)nc21. (3) The reactants are: CS(=O)(=O)Cl.C[C@H](O)c1nc2c(cnn2C2CCOCC2)c(=O)[nH]1. Given the product C[C@H](OS(C)(=O)=O)c1nc2c(cnn2C2CCOCC2)c(=O)[nH]1, predict the reactants needed to synthesize it. (4) The reactants are: FC(F)(F)c1nnc2ccc(N3CCNCC3)nn12.NC(=O)COc1ccc(C=O)cc1. Given the product NC(=O)COc1ccc(CN2CCN(c3ccc4nnc(C(F)(F)F)n4n3)CC2)cc1, predict the reactants needed to synthesize it.